This data is from Catalyst prediction with 721,799 reactions and 888 catalyst types from USPTO. The task is: Predict which catalyst facilitates the given reaction. (1) Reactant: [N+:1]([C:4]1[CH:5]=[C:6]([CH:21]=[CH:22][CH:23]=1)[CH:7]=[C:8]1[CH2:13][CH2:12][N:11](C(OC(C)(C)C)=O)[CH2:10][CH2:9]1)([O-:3])=[O:2].CO.[ClH:26]. Product: [ClH:26].[N+:1]([C:4]1[CH:5]=[C:6]([CH:21]=[CH:22][CH:23]=1)[CH:7]=[C:8]1[CH2:13][CH2:12][NH:11][CH2:10][CH2:9]1)([O-:3])=[O:2]. The catalyst class is: 27. (2) Reactant: [CH3:1][C:2]1[CH:7]=[C:6]([N+:8]([O-])=O)[CH:5]=[C:4]([CH3:11])[C:3]=1[N:12]1[CH:17]=[CH:16][CH:15]=[C:14]([O:18][CH3:19])[C:13]1=[O:20].C([O-])=O.[NH4+]. Product: [NH2:8][C:6]1[CH:5]=[C:4]([CH3:11])[C:3]([N:12]2[CH:17]=[CH:16][CH:15]=[C:14]([O:18][CH3:19])[C:13]2=[O:20])=[C:2]([CH3:1])[CH:7]=1. The catalyst class is: 604. (3) Reactant: [CH3:1][N:2]1[C:10]2[C:5](=[CH:6][CH:7]=[CH:8][CH:9]=2)[CH:4]=[C:3]1[CH:11]=O.[CH3:13][CH:14]([CH3:30])[C:15]([NH:17][C:18]1[CH:23]=[CH:22][CH:21]=[C:20]([CH:24]2[CH2:29][CH2:28][NH:27][CH2:26][CH2:25]2)[CH:19]=1)=[O:16]. Product: [CH3:13][CH:14]([CH3:30])[C:15]([NH:17][C:18]1[CH:23]=[CH:22][CH:21]=[C:20]([CH:24]2[CH2:29][CH2:28][N:27]([CH2:11][C:3]3[N:2]([CH3:1])[C:10]4[C:5]([CH:4]=3)=[CH:6][CH:7]=[CH:8][CH:9]=4)[CH2:26][CH2:25]2)[CH:19]=1)=[O:16]. The catalyst class is: 52. (4) Reactant: [F:1][C:2]1[CH:3]=[C:4]([OH:8])[CH:5]=[N:6][CH:7]=1.[OH:9]O. Product: [F:1][C:2]1[CH:3]=[C:4]([OH:8])[CH:5]=[N+:6]([O-:9])[CH:7]=1. The catalyst class is: 15. (5) Reactant: [CH3:1][N:2]1[CH2:7][CH2:6][N:5]([CH:8]([C:14]2[CH:19]=[CH:18][CH:17]=[CH:16][CH:15]=2)[C:9]([O:11]CC)=[O:10])[CH2:4][C:3]1=[O:20].[OH-].[Li+]. Product: [CH3:1][N:2]1[CH2:7][CH2:6][N:5]([CH:8]([C:14]2[CH:19]=[CH:18][CH:17]=[CH:16][CH:15]=2)[C:9]([OH:11])=[O:10])[CH2:4][C:3]1=[O:20]. The catalyst class is: 40. (6) Reactant: [CH3:1][O:2][C:3]1[CH:4]=[C:5]([CH:13]=[CH:14][C:15]=1[N+:16]([O-])=O)[O:6][CH:7]1[CH2:11][CH2:10][N:9]([CH3:12])[CH2:8]1. Product: [CH3:1][O:2][C:3]1[CH:4]=[C:5]([O:6][CH:7]2[CH2:11][CH2:10][N:9]([CH3:12])[CH2:8]2)[CH:13]=[CH:14][C:15]=1[NH2:16]. The catalyst class is: 29. (7) Reactant: [O:1]([CH2:8][C:9]1[CH:16]=[CH:15][C:12]([CH:13]=O)=[CH:11][CH:10]=1)[C:2]1[CH:7]=[CH:6][CH:5]=[CH:4][CH:3]=1.C(O[CH2:22][C:23]1[CH:28]=[CH:27][C:26]([N+:29]([O-])=O)=[C:25]([NH2:32])[N:24]=1)(=O)CC.S(S([O-])=O)([O-])=O.[Na+].[Na+].[NH4+].[OH-:42]. Product: [O:1]([CH2:8][C:9]1[CH:16]=[CH:15][C:12]([C:13]2[NH:32][C:25]3=[N:24][C:23]([CH2:22][C:8]([O:1][CH2:2][CH3:3])=[O:42])=[CH:28][CH:27]=[C:26]3[N:29]=2)=[CH:11][CH:10]=1)[C:2]1[CH:7]=[CH:6][CH:5]=[CH:4][CH:3]=1. The catalyst class is: 14. (8) Reactant: Cl[C:2]1[C:11]2=[N:12][N:13](CC3C=CC(OC)=CC=3)[CH:14]=[C:10]2[C:9]2[CH:8]=[C:7]([O:24][CH3:25])[CH:6]=[CH:5][C:4]=2[N:3]=1.[NH2:26][C:27]1[CH:32]=[CH:31][C:30]([C:33]([N:35]2[CH2:39][CH2:38][CH2:37][CH2:36]2)=[O:34])=[CH:29][CH:28]=1.Cl. Product: [CH3:25][O:24][C:7]1[CH:6]=[CH:5][C:4]2[N:3]=[C:2]([NH:26][C:27]3[CH:32]=[CH:31][C:30]([C:33]([N:35]4[CH2:36][CH2:37][CH2:38][CH2:39]4)=[O:34])=[CH:29][CH:28]=3)[C:11]3=[N:12][NH:13][CH:14]=[C:10]3[C:9]=2[CH:8]=1. The catalyst class is: 71.